Dataset: Forward reaction prediction with 1.9M reactions from USPTO patents (1976-2016). Task: Predict the product of the given reaction. (1) Given the reactants [C:1]1([C:7](=[N:14][C:15]2[CH:16]=[N:17][CH:18]=[C:19]([CH:26]=2)[C:20](N(OC)C)=[O:21])[C:8]2[CH:13]=[CH:12][CH:11]=[CH:10][CH:9]=2)[CH:6]=[CH:5][CH:4]=[CH:3][CH:2]=1.[H-].C([Al+]C(C)C)(C)C.O.C(OCC)(=O)C, predict the reaction product. The product is: [C:1]1([C:7](=[N:14][C:15]2[CH:16]=[N:17][CH:18]=[C:19]([CH:26]=2)[CH:20]=[O:21])[C:8]2[CH:13]=[CH:12][CH:11]=[CH:10][CH:9]=2)[CH:6]=[CH:5][CH:4]=[CH:3][CH:2]=1. (2) Given the reactants CN(C)[C:3](=[O:22])[CH2:4][C:5]1[CH:10]=[C:9]([CH3:11])[CH:8]=[CH:7][C:6]=1[NH:12][C:13]1[C:18]([CH3:19])=[CH:17][C:16]([Cl:20])=[CH:15][C:14]=1[Cl:21].[OH-].[Na+].CCCC[OH:30].Cl, predict the reaction product. The product is: [CH3:11][C:9]1[CH:8]=[CH:7][C:6]([NH:12][C:13]2[C:18]([CH3:19])=[CH:17][C:16]([Cl:20])=[CH:15][C:14]=2[Cl:21])=[C:5]([CH2:4][C:3]([OH:22])=[O:30])[CH:10]=1. (3) Given the reactants [F:1][C:2]1[CH:26]=[CH:25][C:5]([CH2:6][N:7]2[C:11]3=[CH:12][N:13]=[C:14]([C:20]([O:22][CH2:23][CH3:24])=[O:21])[C:15]([C:16]#[C:17][CH2:18][OH:19])=[C:10]3[CH:9]=[CH:8]2)=[CH:4][CH:3]=1, predict the reaction product. The product is: [F:1][C:2]1[CH:3]=[CH:4][C:5]([CH2:6][N:7]2[C:11]3=[CH:12][N:13]=[C:14]([C:20]([O:22][CH2:23][CH3:24])=[O:21])[C:15]([CH2:16][CH2:17][CH2:18][OH:19])=[C:10]3[CH:9]=[CH:8]2)=[CH:25][CH:26]=1. (4) Given the reactants [Br:1][C:2]1[CH:7]=[CH:6][C:5]([NH:8][C:9]([C:11]2[C:37]([O:38][CH2:39][CH:40]([F:42])[F:41])=[CH:36][C:14]3[N:15]([CH3:35])[C:16]([NH:18][C:19]4[CH:24]=[C:23]([CH2:25][NH:26]C(OC(C)(C)C)=O)[CH:22]=[CH:21][C:20]=4[Cl:34])=[N:17][C:13]=3[CH:12]=2)=[O:10])=[CH:4][CH:3]=1.C(O)(C(F)(F)F)=O, predict the reaction product. The product is: [Br:1][C:2]1[CH:7]=[CH:6][C:5]([NH:8][C:9]([C:11]2[C:37]([O:38][CH2:39][CH:40]([F:42])[F:41])=[CH:36][C:14]3[N:15]([CH3:35])[C:16]([NH:18][C:19]4[CH:24]=[C:23]([CH2:25][NH2:26])[CH:22]=[CH:21][C:20]=4[Cl:34])=[N:17][C:13]=3[CH:12]=2)=[O:10])=[CH:4][CH:3]=1. (5) Given the reactants [CH:1]1[C:10]2[C:5](=[CH:6][CH:7]=[CH:8][CH:9]=2)[CH:4]=[CH:3][C:2]=1[CH2:11][CH2:12][OH:13].[C:14]1([CH3:34])[CH:19]=[CH:18][C:17]([S:20](O[S:20]([C:17]2[CH:18]=[CH:19][C:14]([CH3:34])=[CH:15][CH:16]=2)(=[O:22])=[O:21])(=[O:22])=[O:21])=[CH:16][CH:15]=1.C(N(CC)CC)C, predict the reaction product. The product is: [CH:1]1[C:10]2[C:5](=[CH:6][CH:7]=[CH:8][CH:9]=2)[CH:4]=[CH:3][C:2]=1[CH2:11][CH2:12][O:13][S:20]([C:17]1[CH:18]=[CH:19][C:14]([CH3:34])=[CH:15][CH:16]=1)(=[O:22])=[O:21].